This data is from Catalyst prediction with 721,799 reactions and 888 catalyst types from USPTO. The task is: Predict which catalyst facilitates the given reaction. (1) Reactant: [NH:1]1[C:5]2[CH:6]=[CH:7][C:8]([N:10]3[CH:14]([C:15]4[CH:20]=[CH:19][C:18]([N:21]5[CH2:26][CH2:25][O:24][CH2:23][CH2:22]5)=[CH:17][CH:16]=4)[C:13](O)=[CH:12][C:11]3=[O:28])=[CH:9][C:4]=2[N:3]=[CH:2]1.[NH:29]1[CH2:34][CH2:33][O:32][CH2:31][CH2:30]1. The catalyst class is: 588. Product: [NH:1]1[C:5]2[CH:6]=[CH:7][C:8]([N:10]3[CH:14]([C:15]4[CH:16]=[CH:17][C:18]([N:21]5[CH2:26][CH2:25][O:24][CH2:23][CH2:22]5)=[CH:19][CH:20]=4)[C:13]([N:29]4[CH2:34][CH2:33][O:32][CH2:31][CH2:30]4)=[CH:12][C:11]3=[O:28])=[CH:9][C:4]=2[N:3]=[CH:2]1. (2) Reactant: C([Si](C)(C)[O:6][CH2:7][C:8]1[CH:13]=[CH:12][C:11]([C:14](=O)[CH2:15][C:16]2[CH:21]=[CH:20][CH:19]=[CH:18][CH:17]=2)=[CH:10][CH:9]=1)(C)(C)C.C([N:27]([C:34]1[CH:35]=[N:36][CH:37]=[CH:38][C:39]=1[CH:40]=O)C(=O)C(C)(C)C)=O.[OH-].[Na+]. Product: [C:16]1([C:15]2[C:14]([C:11]3[CH:10]=[CH:9][C:8]([CH2:7][OH:6])=[CH:13][CH:12]=3)=[N:27][C:34]3[C:39]([CH:40]=2)=[CH:38][CH:37]=[N:36][CH:35]=3)[CH:17]=[CH:18][CH:19]=[CH:20][CH:21]=1. The catalyst class is: 8. (3) Reactant: [CH3:1][N:2]1[CH2:7][CH2:6][N:5]([C:8]([C:10]2[CH:18]=[C:17]3[C:13]([CH2:14][CH2:15][C:16]43[O:22][CH2:21][CH2:20][O:19]4)=[C:12]([N+:23]([O-])=O)[CH:11]=2)=[O:9])[CH2:4][CH2:3]1. Product: [CH3:1][N:2]1[CH2:7][CH2:6][N:5]([C:8]([C:10]2[CH:11]=[C:12]([NH2:23])[C:13]3[CH2:14][CH2:15][C:16]4([O:22][CH2:21][CH2:20][O:19]4)[C:17]=3[CH:18]=2)=[O:9])[CH2:4][CH2:3]1. The catalyst class is: 171.